Dataset: Full USPTO retrosynthesis dataset with 1.9M reactions from patents (1976-2016). Task: Predict the reactants needed to synthesize the given product. (1) Given the product [C:32]([C:2]1[CH:3]=[C:4]2[C:8](=[CH:9][CH:10]=1)[N:7]([CH3:11])[C:6]([CH:12]1[CH2:16][CH2:15][N:14]([C:17]([O:19][C:20]([CH3:23])([CH3:22])[CH3:21])=[O:18])[CH2:13]1)=[CH:5]2)(=[O:36])[CH2:33][CH2:34][CH3:35], predict the reactants needed to synthesize it. The reactants are: Br[C:2]1[CH:3]=[C:4]2[C:8](=[CH:9][CH:10]=1)[N:7]([CH3:11])[C:6]([CH:12]1[CH2:16][CH2:15][N:14]([C:17]([O:19][C:20]([CH3:23])([CH3:22])[CH3:21])=[O:18])[CH2:13]1)=[CH:5]2.[Li]CCCC.CON(C)[C:32](=[O:36])[CH2:33][CH2:34][CH3:35]. (2) Given the product [CH:10]12[N:15]([C:16]([O:18][C:19]([CH3:22])([CH3:21])[CH3:20])=[O:17])[CH:13]([CH2:12][CH2:11]1)[CH2:14][NH:8][CH2:9]2, predict the reactants needed to synthesize it. The reactants are: C([N:8]1[CH2:14][CH:13]2[N:15]([C:16]([O:18][C:19]([CH3:22])([CH3:21])[CH3:20])=[O:17])[CH:10]([CH2:11][CH2:12]2)[CH2:9]1)C1C=CC=CC=1.